Dataset: Full USPTO retrosynthesis dataset with 1.9M reactions from patents (1976-2016). Task: Predict the reactants needed to synthesize the given product. (1) Given the product [CH3:1][C:2]1[CH:3]=[CH:4][C:5]([C:21]([NH:23][C:24]2[CH:25]=[C:26]([C:36]([F:38])([F:39])[F:37])[CH:27]=[C:28]([N:30]3[CH:34]=[N:33][C:32]([CH3:35])=[CH:31]3)[CH:29]=2)=[O:22])=[CH:6][C:7]=1[NH:8][C:9]1[N:10]=[CH:11][CH:12]=[C:13]([C:15]2[CH:16]=[CH:17][CH:18]=[N:19][CH:20]=2)[N:14]=1.[C:40]([O-:48])(=[O:47])[CH2:41][CH2:42][CH2:43][C:44]([O-:46])=[O:45], predict the reactants needed to synthesize it. The reactants are: [CH3:1][C:2]1[CH:3]=[CH:4][C:5]([C:21]([NH:23][C:24]2[CH:25]=[C:26]([C:36]([F:39])([F:38])[F:37])[CH:27]=[C:28]([N:30]3[CH:34]=[N:33][C:32]([CH3:35])=[CH:31]3)[CH:29]=2)=[O:22])=[CH:6][C:7]=1[NH:8][C:9]1[N:10]=[CH:11][CH:12]=[C:13]([C:15]2[CH:16]=[CH:17][CH:18]=[N:19][CH:20]=2)[N:14]=1.[C:40]([OH:48])(=[O:47])[CH2:41][CH2:42][CH2:43][C:44]([OH:46])=[O:45]. (2) Given the product [Cl:14][C:11]1[CH:12]=[CH:13][C:8]([CH2:15][C:16](=[O:21])[C:17]([CH3:20])([CH3:19])[CH3:18])=[CH:9][CH:10]=1, predict the reactants needed to synthesize it. The reactants are: CC(C)([O-])C.[Na+].Br[C:8]1[CH:13]=[CH:12][C:11]([Cl:14])=[CH:10][CH:9]=1.[CH3:15][C:16](=[O:21])[C:17]([CH3:20])([CH3:19])[CH3:18].[Cl-].[NH4+]. (3) The reactants are: [CH2:1]([S:8][CH:9]([CH:42](OC)[O:43]C)[CH2:10][NH:11][C:12]([C:14]1[NH:15][C:16]2[C:21]([CH:22]=1)=[CH:20][C:19]([O:23][CH2:24][CH2:25][CH2:26][S:27]([CH3:30])(=[O:29])=[O:28])=[CH:18][C:17]=2[N:31]([CH3:41])[S:32]([C:35]1[CH:40]=[CH:39][CH:38]=[CH:37][N:36]=1)(=[O:34])=[O:33])=[O:13])[C:2]1[CH:7]=[CH:6][CH:5]=[CH:4][CH:3]=1.CC(C)=O. Given the product [CH2:1]([S:8][CH:9]([CH:42]=[O:43])[CH2:10][NH:11][C:12]([C:14]1[NH:15][C:16]2[C:21]([CH:22]=1)=[CH:20][C:19]([O:23][CH2:24][CH2:25][CH2:26][S:27]([CH3:30])(=[O:29])=[O:28])=[CH:18][C:17]=2[N:31]([CH3:41])[S:32]([C:35]1[CH:40]=[CH:39][CH:38]=[CH:37][N:36]=1)(=[O:34])=[O:33])=[O:13])[C:2]1[CH:3]=[CH:4][CH:5]=[CH:6][CH:7]=1, predict the reactants needed to synthesize it. (4) The reactants are: [NH2:1][C:2]1[CH:7]=[CH:6][C:5]([C:8](=[O:10])[CH3:9])=[CH:4][CH:3]=1.C(N(CC)CC)C.[C:18](Cl)(=[O:20])[CH3:19]. Given the product [C:8]([C:5]1[CH:6]=[CH:7][C:2]([NH:1][C:18](=[O:20])[CH3:19])=[CH:3][CH:4]=1)(=[O:10])[CH3:9], predict the reactants needed to synthesize it. (5) Given the product [F:13][C:10]1[CH:9]=[CH:8][C:7]([CH:5]2[C:4](=[O:14])[C:3]([O:15][S:30]([CH2:29][C:23]3[CH:28]=[CH:27][CH:26]=[CH:25][CH:24]=3)(=[O:32])=[O:31])=[C:2]([NH2:1])[O:6]2)=[CH:12][CH:11]=1, predict the reactants needed to synthesize it. The reactants are: [NH2:1][C:2]1[O:6][CH:5]([C:7]2[CH:12]=[CH:11][C:10]([F:13])=[CH:9][CH:8]=2)[C:4](=[O:14])[C:3]=1[OH:15].C(N(CC)CC)C.[C:23]1([CH2:29][S:30](Cl)(=[O:32])=[O:31])[CH:28]=[CH:27][CH:26]=[CH:25][CH:24]=1.[Cl-].[NH4+]. (6) Given the product [ClH:28].[CH2:1]([NH:3][C:4](=[O:27])[O:5][CH2:6][CH:7]([C:17]1[CH:22]=[CH:21][CH:20]=[C:19]([C:23]([F:25])([F:26])[F:24])[CH:18]=1)[CH2:8][NH2:9])[CH3:2], predict the reactants needed to synthesize it. The reactants are: [CH2:1]([NH:3][C:4](=[O:27])[O:5][CH2:6][CH:7]([C:17]1[CH:22]=[CH:21][CH:20]=[C:19]([C:23]([F:26])([F:25])[F:24])[CH:18]=1)[CH2:8][NH:9]C(OC(C)(C)C)=O)[CH3:2].[ClH:28]. (7) The reactants are: [CH3:1][O:2][C:3]1[CH:12]=[C:11]2[C:6]([C:7]([C:14]3[CH:19]=[CH:18][CH:17]=[CH:16][C:15]=3[O:20][CH3:21])=[N:8][NH:9][C:10]2=O)=[CH:5][CH:4]=1.P(Cl)(Cl)([Cl:24])=O. Given the product [Cl:24][C:10]1[C:11]2[C:6](=[CH:5][CH:4]=[C:3]([O:2][CH3:1])[CH:12]=2)[C:7]([C:14]2[CH:19]=[CH:18][CH:17]=[CH:16][C:15]=2[O:20][CH3:21])=[N:8][N:9]=1, predict the reactants needed to synthesize it.